Dataset: Catalyst prediction with 721,799 reactions and 888 catalyst types from USPTO. Task: Predict which catalyst facilitates the given reaction. Product: [CH3:25][N:2]([CH3:1])[C:3]([C:5]1[CH:16]=[C:15]([OH:17])[C:8]2[N:9]=[C:10]([CH2:13][CH3:14])[N:11]([CH3:12])[C:7]=2[CH:6]=1)=[O:4]. The catalyst class is: 29. Reactant: [CH3:1][N:2]([CH3:25])[C:3]([C:5]1[CH:16]=[C:15]([O:17]CC2C=CC=CC=2)[C:8]2[N:9]=[C:10]([CH2:13][CH3:14])[N:11]([CH3:12])[C:7]=2[CH:6]=1)=[O:4].C(O)(=O)C.